From a dataset of Forward reaction prediction with 1.9M reactions from USPTO patents (1976-2016). Predict the product of the given reaction. (1) Given the reactants C12BC(CCC1)CCC2.[CH2:10]=[C:11]1[CH2:16][CH2:15][N:14]([C:17]([O:19][C:20]([CH3:23])([CH3:22])[CH3:21])=[O:18])[CH2:13][CH2:12]1.[CH3:24][C:25]1[CH:30]=C(OS(C(F)(F)F)(=O)=O)[CH:28]=[CH:27][C:26]=1[C:39]1[C:40]2[CH:47]=[C:46]([C:48]([O:50][CH3:51])=[O:49])[CH:45]=[CH:44][C:41]=2[S:42][CH:43]=1.C([O-])([O-])=O.[K+].[K+], predict the reaction product. The product is: [CH3:51][O:50][C:48]([C:46]1[CH:45]=[CH:44][C:41]2[S:42][CH:43]=[C:39]([C:26]3[CH:27]=[CH:28][C:10]([CH:11]4[CH2:16][CH2:15][N:14]([C:17]([O:19][C:20]([CH3:23])([CH3:22])[CH3:21])=[O:18])[CH2:13][CH2:12]4)=[CH:24][C:25]=3[CH3:30])[C:40]=2[CH:47]=1)=[O:49]. (2) Given the reactants [CH3:1][C:2]1[C:3](=[O:9])[CH2:4][CH2:5][CH:6]([CH3:8])[CH:7]=1.[Cl-].[Cl-].[Cl-].[Al+3].C=[CH:15][C:16](=[CH2:18])[CH3:17].[C:19]1(C)C=CC=CC=1, predict the reaction product. The product is: [CH3:8][CH:6]1[CH:7]2[C:2]([CH3:19])([CH2:1][CH:15]=[C:16]([CH3:18])[CH2:17]2)[C:3](=[O:9])[CH2:4][CH2:5]1. (3) The product is: [C:15]([N:2]1[C:3](=[O:8])[CH:4]2[CH2:7][CH:1]1[CH:6]=[CH:5]2)(=[O:19])[CH:16]([CH3:18])[CH3:17]. Given the reactants [CH:1]12[CH2:7][CH:4]([CH:5]=[CH:6]1)[C:3](=[O:8])[NH:2]2.N1C=CC=CC=1.[C:15](Cl)(=[O:19])[CH:16]([CH3:18])[CH3:17].O, predict the reaction product. (4) Given the reactants [Br:1][C:2]1[N:7]=[CH:6][C:5]([NH:8][CH3:9])=[C:4]([N+:10]([O-])=O)[CH:3]=1.O.NN, predict the reaction product. The product is: [Br:1][C:2]1[N:7]=[CH:6][C:5]([NH:8][CH3:9])=[C:4]([NH2:10])[CH:3]=1. (5) Given the reactants [NH2:1][C:2]1[NH:6][N:5]=[C:4]([OH:7])[C:3]=1[C:8]1[CH:9]=[N:10][CH:11]=[CH:12][CH:13]=1.[O:14]1[C:18]2[CH:19]=[CH:20][C:21]([C:23](=O)[CH2:24][C:25](OC)=[O:26])=[CH:22][C:17]=2[CH:16]=[CH:15]1, predict the reaction product. The product is: [O:14]1[C:18]2[CH:19]=[CH:20][C:21]([C:23]3[NH:1][C:2]4[N:6]([N:5]=[C:4]([OH:7])[C:3]=4[C:8]4[CH:9]=[N:10][CH:11]=[CH:12][CH:13]=4)[C:25](=[O:26])[CH:24]=3)=[CH:22][C:17]=2[CH:16]=[CH:15]1. (6) Given the reactants Cl.Cl.[CH3:3][C:4]1[N:9]=[CH:8][N:7]=[C:6]([C:10]2[CH:11]=[C:12]3[C:16](=[CH:17][CH:18]=2)[C@H:15]([N:19]2[CH2:22][C:21]4([CH2:27][CH2:26][NH:25][CH2:24][CH2:23]4)[CH2:20]2)[CH2:14][CH2:13]3)[CH:5]=1.C(N(CC)CC)C.[CH3:35][C:36]1[S:40][CH:39]2[NH:41][C:42]([CH2:44][C:45](O)=[O:46])=[CH:43][N:38]2[CH:37]=1.CN(C(ON1N=NC2C=CC=CC1=2)=[N+](C)C)C.F[P-](F)(F)(F)(F)F, predict the reaction product. The product is: [CH3:35][C:36]1[S:40][C:39]2=[N:41][C:42]([CH2:44][C:45]([N:25]3[CH2:26][CH2:27][C:21]4([CH2:22][N:19]([C@H:15]5[C:16]6[C:12](=[CH:11][C:10]([C:6]7[CH:5]=[C:4]([CH3:3])[N:9]=[CH:8][N:7]=7)=[CH:18][CH:17]=6)[CH2:13][CH2:14]5)[CH2:20]4)[CH2:23][CH2:24]3)=[O:46])=[CH:43][N:38]2[CH:37]=1. (7) Given the reactants [CH2:1]([O:3][C:4](=[O:17])[CH2:5][CH2:6][NH:7][C:8](=[O:16])[C:9]1[CH:14]=[CH:13][C:12]([NH2:15])=[CH:11][CH:10]=1)[CH3:2].[CH:18]1[C:30]2[CH2:29][C:28]3[C:23](=[CH:24][CH:25]=[CH:26][CH:27]=3)[C:22]=2[CH:21]=[CH:20][C:19]=1[CH:31]=O.C(O)(=O)C.C([BH3-])#N.[Na+], predict the reaction product. The product is: [CH2:1]([O:3][C:4](=[O:17])[CH2:5][CH2:6][NH:7][C:8](=[O:16])[C:9]1[CH:10]=[CH:11][C:12]([NH:15][CH2:31][C:19]2[CH:20]=[CH:21][C:22]3[C:23]4[C:28](=[CH:27][CH:26]=[CH:25][CH:24]=4)[CH2:29][C:30]=3[CH:18]=2)=[CH:13][CH:14]=1)[CH3:2]. (8) Given the reactants Cl[C:2]1[CH:7]=[C:6]([C:8]2[NH:17][C:11]3[N:12]=[CH:13][NH:14][C:15](=[O:16])[C:10]=3[CH:9]=2)[CH:5]=[CH:4][N:3]=1.CC1(C)C(C)(C)OB(/[CH:26]=[CH:27]/[C:28]2[CH:41]=[CH:40][CH:39]=[CH:38][C:29]=2[CH2:30][O:31][C:32](=[O:37])[C:33]([CH3:36])([CH3:35])[CH3:34])O1, predict the reaction product. The product is: [O:16]=[C:15]1[NH:14][CH:13]=[N:12][C:11]2[NH:17][C:8]([C:6]3[CH:5]=[CH:4][N:3]=[C:2](/[CH:26]=[CH:27]/[C:28]4[CH:41]=[CH:40][CH:39]=[CH:38][C:29]=4[CH2:30][O:31][C:32](=[O:37])[C:33]([CH3:34])([CH3:35])[CH3:36])[CH:7]=3)=[CH:9][C:10]1=2. (9) Given the reactants C(O[C:6]([N:8]1[CH2:12][C:11](=[N:13][O:14][CH3:15])[CH2:10][C@H:9]1[C:16]([OH:18])=O)=[O:7])(C)(C)C.[C:19]1([C:28]2[CH:33]=[CH:32][CH:31]=[CH:30][CH:29]=2)[CH:24]=[CH:23][C:22](C(Cl)=O)=[CH:21][CH:20]=1.O[N:35]=[C:36]([NH2:41])[CH:37]([OH:40])[CH2:38][CH3:39].NC(=NO)C1CCN(C(OC(C)(C)C)=O)CC1, predict the reaction product. The product is: [CH3:15][O:14][N:13]=[C:11]1[CH2:10][C@@H:9]([C:16]2[O:18][N:41]=[C:36]([CH:37]([OH:40])[CH2:38][CH3:39])[N:35]=2)[N:8]([C:6]([C:31]2[CH:30]=[CH:29][C:28]([C:19]3[CH:20]=[CH:21][CH:22]=[CH:23][CH:24]=3)=[CH:33][CH:32]=2)=[O:7])[CH2:12]1.